The task is: Predict the reactants needed to synthesize the given product.. This data is from Full USPTO retrosynthesis dataset with 1.9M reactions from patents (1976-2016). (1) Given the product [CH3:1][O:2][C:3]1[CH:12]=[CH:11][C:10]2[C:9](=[O:13])[NH:18][CH2:8][CH2:7][CH2:6][C:5]=2[CH:4]=1, predict the reactants needed to synthesize it. The reactants are: [CH3:1][O:2][C:3]1[CH:4]=[C:5]2[C:10](=[CH:11][CH:12]=1)[C:9](=[O:13])[CH2:8][CH2:7][CH2:6]2.C[Si]([N:18]=[N+]=[N-])(C)C. (2) Given the product [CH:22]([N:21]1[C:17]([C:15]2[CH:16]=[C:12]3[N:13]([C:7]4[CH:6]=[C:5]([CH:3]5[CH2:2][N:1]([CH2:28][CH2:29][OH:30])[CH2:4]5)[CH:26]=[CH:25][C:8]=4[O:9][CH2:10][CH2:11]3)[N:14]=2)=[N:18][CH:19]=[N:20]1)([CH3:24])[CH3:23], predict the reactants needed to synthesize it. The reactants are: [NH:1]1[CH2:4][CH:3]([C:5]2[CH:26]=[CH:25][C:8]3[O:9][CH2:10][CH2:11][C:12]4[N:13]([N:14]=[C:15]([C:17]5[N:21]([CH:22]([CH3:24])[CH3:23])[N:20]=[CH:19][N:18]=5)[CH:16]=4)[C:7]=3[CH:6]=2)[CH2:2]1.Br[CH2:28][CH2:29][O:30]C1CCCCO1. (3) Given the product [CH3:1][O:2][C:3]1[C:13]2[CH:12]=[C:11]([C:14]([O:16][CH3:17])=[O:15])[CH2:10][CH2:9][NH:8][C:7]=2[N:6]=[CH:5][N:4]=1, predict the reactants needed to synthesize it. The reactants are: [CH3:1][O:2][C:3]1[C:13]2[CH:12]=[C:11]([C:14]([O:16][CH3:17])=[O:15])[CH2:10][CH2:9][N:8](CC3C=CC(OC)=CC=3)[C:7]=2[N:6]=[CH:5][N:4]=1.FC(F)(F)C(O)=O. (4) Given the product [OH:2][CH2:1][CH2:4][C:5]1[O:6][CH:7]=[CH:8][C:9]=1[CH2:10][CH2:11][OH:12], predict the reactants needed to synthesize it. The reactants are: [C:1]([CH2:4][C:5]1[O:6][CH:7]=[CH:8][C:9]=1[CH2:10][C:11](O)=[O:12])(O)=[O:2].B.C1COCC1.C([O-])(O)=O.[Na+].